From a dataset of Catalyst prediction with 721,799 reactions and 888 catalyst types from USPTO. Predict which catalyst facilitates the given reaction. Reactant: [NH2:1][C:2]1[CH:3]=[C:4]([CH:8]=[CH:9][C:10]=1[O:11]C(C)(C)C)[C:5]([NH2:7])=[O:6].C([N:24]=[C:25]=[S:26])(=O)C1C=CC=CC=1.O.[NH4+].[OH-]. Product: [OH:11][C:10]1[CH:9]=[CH:8][C:4]([C:5]([NH2:7])=[O:6])=[CH:3][C:2]=1[NH:1][C:25]([NH2:24])=[S:26]. The catalyst class is: 21.